Dataset: Reaction yield outcomes from USPTO patents with 853,638 reactions. Task: Predict the reaction yield, written as a fraction of the theoretical maximum amount of product (1.0 means a 100% yield; for example, 0.34 means a 34% yield). (1) The yield is 0.210. The product is [N:11]1[N:12]2[C:13]([CH2:14][O:15][CH2:16][CH2:17]2)=[CH:18][C:10]=1[NH:9][C:6]1[C:7](=[O:8])[N:2]([CH3:1])[CH:3]=[C:4]([C:19]2[CH:20]=[CH:21][N:22]=[C:23]([N:27]3[CH2:38][CH2:37][N:36]4[C:35]5[CH2:34][C:33]([CH3:40])([CH3:39])[CH2:32][C:31]=5[CH:30]=[C:29]4[C:28]3=[O:41])[C:24]=2[CH2:25][OH:26])[CH:5]=1. The catalyst is CO. The reactants are [CH3:1][N:2]1[C:7](=[O:8])[C:6]([NH:9][C:10]2[CH:18]=[C:13]3[CH2:14][O:15][CH2:16][CH2:17][N:12]3[N:11]=2)=[CH:5][C:4]([C:19]2[C:24]([CH:25]=[O:26])=[C:23]([N:27]3[CH2:38][CH2:37][N:36]4[C:29](=[CH:30][C:31]5[CH2:32][C:33]([CH3:40])([CH3:39])[CH2:34][C:35]=54)[C:28]3=[O:41])[N:22]=[CH:21][CH:20]=2)=[CH:3]1.[BH4-].[Na+]. (2) The product is [CH3:17][N:14]1[C:15]2[CH:16]=[C:8]([N:5]3[CH:6]=[CH:7][C:2]([O:1][S:47]([C:50]([F:53])([F:52])[F:51])(=[O:49])=[O:48])=[CH:3][C:4]3=[O:29])[CH:9]=[CH:10][C:11]=2[C:12]2[CH2:21][N:20]([C:22]([O:24][C:25]([CH3:26])([CH3:28])[CH3:27])=[O:23])[CH2:19][CH2:18][C:13]1=2. The yield is 0.400. The reactants are [OH:1][C:2]1[CH:7]=[CH:6][N:5]([C:8]2[CH:9]=[CH:10][C:11]3[C:12]4[CH2:21][N:20]([C:22]([O:24][C:25]([CH3:28])([CH3:27])[CH3:26])=[O:23])[CH2:19][CH2:18][C:13]=4[N:14]([CH3:17])[C:15]=3[CH:16]=2)[C:4](=[O:29])[CH:3]=1.[Li]N([Si](C)(C)C)[Si](C)(C)C.C1(N([S:47]([C:50]([F:53])([F:52])[F:51])(=[O:49])=[O:48])[S:47]([C:50]([F:53])([F:52])[F:51])(=[O:49])=[O:48])C=CC=CC=1. The catalyst is C1COCC1. (3) The reactants are [Cl:1][C:2]1[CH:7]=[C:6]([C:8]([O:17][Si](CC)(CC)CC)([C:13]([F:16])([F:15])[F:14])[C:9]([F:12])([F:11])[F:10])[CH:5]=[CH:4][C:3]=1[NH:25][CH2:26][CH3:27].CCN(C(C)C)C(C)C.[C:37]1([CH2:43][CH2:44][C:45](Cl)=[O:46])[CH:42]=[CH:41][CH:40]=[CH:39][CH:38]=1.CCCC[N+](CCCC)(CCCC)CCCC.[F-]. The catalyst is C(Cl)Cl.C1COCC1. The product is [Cl:1][C:2]1[CH:7]=[C:6]([C:8]([OH:17])([C:9]([F:11])([F:12])[F:10])[C:13]([F:14])([F:15])[F:16])[CH:5]=[CH:4][C:3]=1[N:25]([CH2:26][CH3:27])[C:45](=[O:46])[CH2:44][CH2:43][C:37]1[CH:42]=[CH:41][CH:40]=[CH:39][CH:38]=1. The yield is 0.670. (4) The reactants are C1C[C@H]2N(C[C@H]3[C@@H]4CCCCN4C[C@@H]2C3)CC1.[Li]C(CC)C.[C:23]([N:30]1[CH2:34][CH2:33][CH2:32][CH2:31]1)([O:25][C:26]([CH3:29])([CH3:28])[CH3:27])=[O:24].[CH2:35]([N:42]([CH2:53][C:54]1[CH:59]=[CH:58][CH:57]=[CH:56][CH:55]=1)[C@@H:43]([CH2:46][C:47]1[CH:52]=[CH:51][CH:50]=[CH:49][CH:48]=1)[CH:44]=[O:45])[C:36]1[CH:41]=[CH:40][CH:39]=[CH:38][CH:37]=1. The product is [CH2:53]([N:42]([CH2:35][C:36]1[CH:37]=[CH:38][CH:39]=[CH:40][CH:41]=1)[C@@H:43]([CH2:46][C:47]1[CH:48]=[CH:49][CH:50]=[CH:51][CH:52]=1)[C@@H:44]([C@H:34]1[CH2:33][CH2:32][CH2:31][N:30]1[C:23]([O:25][C:26]([CH3:29])([CH3:28])[CH3:27])=[O:24])[OH:45])[C:54]1[CH:55]=[CH:56][CH:57]=[CH:58][CH:59]=1. The catalyst is CCOCC.O. The yield is 0.430. (5) The reactants are [CH:1]1([CH2:4][N:5]2[C:9]3[CH:10]=[CH:11][C:12]([NH:14][CH3:15])=[CH:13][C:8]=3[N:7]=[C:6]2[CH:16]([C:18]2[CH:23]=[CH:22][C:21]([O:24][CH2:25][CH3:26])=[CH:20][CH:19]=2)[CH3:17])[CH2:3][CH2:2]1.CCN(C(C)C)C(C)C.[C:36](Cl)(=[O:41])[CH2:37][CH:38]([CH3:40])[CH3:39]. The catalyst is CC#N.CN(C1C=CN=CC=1)C. The product is [CH:1]1([CH2:4][N:5]2[C:9]3[CH:10]=[CH:11][C:12]([N:14]([CH3:15])[C:36](=[O:41])[CH2:37][CH:38]([CH3:40])[CH3:39])=[CH:13][C:8]=3[N:7]=[C:6]2[CH:16]([C:18]2[CH:19]=[CH:20][C:21]([O:24][CH2:25][CH3:26])=[CH:22][CH:23]=2)[CH3:17])[CH2:3][CH2:2]1. The yield is 0.990. (6) The catalyst is C(O)C. The yield is 0.690. The product is [Cl:1][C:2]1[C:3]([NH:11][CH2:23][CH:20]2[CH2:22][CH2:21]2)=[C:4]2[CH:10]=[CH:9][NH:8][C:5]2=[N:6][CH:7]=1. The reactants are [Cl:1][C:2]1[C:3]([NH2:11])=[C:4]2[CH:10]=[CH:9][NH:8][C:5]2=[N:6][CH:7]=1.C(O)(=O)C.C([BH3-])#N.[Na+].[CH:20]1([CH:23]=O)[CH2:22][CH2:21]1.